This data is from Peptide-MHC class I binding affinity with 185,985 pairs from IEDB/IMGT. The task is: Regression. Given a peptide amino acid sequence and an MHC pseudo amino acid sequence, predict their binding affinity value. This is MHC class I binding data. (1) The peptide sequence is EFIPNLFCM. The MHC is HLA-A23:01 with pseudo-sequence HLA-A23:01. The binding affinity (normalized) is 0.213. (2) The peptide sequence is LYFIKGLNNL. The MHC is HLA-A26:01 with pseudo-sequence HLA-A26:01. The binding affinity (normalized) is 0.